This data is from Catalyst prediction with 721,799 reactions and 888 catalyst types from USPTO. The task is: Predict which catalyst facilitates the given reaction. (1) Reactant: [CH3:1][S:2][C:3]1[N:8]=[C:7]([O:9][C:10]2[CH:11]=[C:12]([NH2:17])[C:13]([NH2:16])=[CH:14][CH:15]=2)[CH:6]=[CH:5][N:4]=1.[Cl:18][C:19]1[CH:24]=[CH:23][C:22]([N:25]=[C:26]=S)=[CH:21][C:20]=1[C:28]([F:31])([F:30])[F:29].C(Cl)CCl. Product: [Cl:18][C:19]1[CH:24]=[CH:23][C:22]([NH:25][C:26]2[NH:16][C:13]3[CH:14]=[CH:15][C:10]([O:9][C:7]4[CH:6]=[CH:5][N:4]=[C:3]([S:2][CH3:1])[N:8]=4)=[CH:11][C:12]=3[N:17]=2)=[CH:21][C:20]=1[C:28]([F:29])([F:30])[F:31]. The catalyst class is: 23. (2) Reactant: [C:1]([O:5][C:6]([NH:8][C:9]1([C:15]([OH:17])=O)[CH2:14][CH2:13][CH2:12][CH2:11][CH2:10]1)=[O:7])([CH3:4])([CH3:3])[CH3:2].Cl.[F:19][C:20]1[CH:31]=[C:30]2[C:23]([NH:24][CH:25]=[C:26]2[CH2:27][CH2:28][NH2:29])=[CH:22][CH:21]=1.C(N(C(C)C)CC)(C)C.F[P-](F)(F)(F)(F)F.N1(OC(N(C)C)=[N+](C)C)C2N=CC=CC=2N=N1. Product: [F:19][C:20]1[CH:31]=[C:30]2[C:23](=[CH:22][CH:21]=1)[NH:24][CH:25]=[C:26]2[CH2:27][CH2:28][NH:29][C:15]([C:9]1([NH:8][C:6](=[O:7])[O:5][C:1]([CH3:2])([CH3:3])[CH3:4])[CH2:10][CH2:11][CH2:12][CH2:13][CH2:14]1)=[O:17]. The catalyst class is: 3. (3) Reactant: C[Si]([C:5]#[CH:6])(C)C.C([Li])CCC.[Cl:12][C:13]1[CH:18]=[C:17]([F:19])[C:16]([C:20]2[C:29]3[C:24](=[CH:25][C:26]([N:30]4[CH2:35][CH2:34][O:33][CH2:32][CH2:31]4)=[CH:27][CH:28]=3)[N:23]=[CH:22][N:21]=2)=[CH:15][C:14]=1[C:36]([C:38]1[N:39]=[N:40][C:41]([O:44][CH3:45])=[CH:42][CH:43]=1)=[O:37].O.O.O.[F-].C([N+](CCCC)(CCCC)CCCC)CCC. The catalyst class is: 30. Product: [Cl:12][C:13]1[CH:18]=[C:17]([F:19])[C:16]([C:20]2[C:29]3[C:24](=[CH:25][C:26]([N:30]4[CH2:35][CH2:34][O:33][CH2:32][CH2:31]4)=[CH:27][CH:28]=3)[N:23]=[CH:22][N:21]=2)=[CH:15][C:14]=1[C:36]([C:38]1[N:39]=[N:40][C:41]([O:44][CH3:45])=[CH:42][CH:43]=1)([OH:37])[C:5]#[CH:6]. (4) Reactant: [F:1][C:2]1[C:7]([OH:8])=[C:6]([F:9])[C:5]([F:10])=[C:4]([F:11])[C:3]=1[F:12].N1C=CC=CC=1.Cl[C:20](=[O:26])[C:21]([O:23][CH2:24][CH3:25])=[O:22]. Product: [C:20]([O:8][C:7]1[C:2]([F:1])=[C:3]([F:12])[C:4]([F:11])=[C:5]([F:10])[C:6]=1[F:9])(=[O:26])[C:21]([O:23][CH2:24][CH3:25])=[O:22]. The catalyst class is: 11.